This data is from Reaction yield outcomes from USPTO patents with 853,638 reactions. The task is: Predict the reaction yield, written as a fraction of the theoretical maximum amount of product (1.0 means a 100% yield; for example, 0.34 means a 34% yield). (1) The reactants are [NH2:1][C:2]1[CH:7]=[CH:6][C:5]([S:8]([NH:11][C:12]2[C:21]([Cl:22])=[N:20][C:19]3[C:14](=[CH:15][CH:16]=[CH:17][CH:18]=3)[N:13]=2)(=[O:10])=[O:9])=[CH:4][CH:3]=1.Cl.[CH3:24][N:25]([CH2:27][C:28](Cl)=[O:29])[CH3:26].C(N(C(C)C)C(C)C)C. The catalyst is C(Cl)Cl. The product is [Cl:22][C:21]1[C:12]([NH:11][S:8]([C:5]2[CH:4]=[CH:3][C:2]([NH:1][C:28](=[O:29])[CH2:27][N:25]([CH3:26])[CH3:24])=[CH:7][CH:6]=2)(=[O:10])=[O:9])=[N:13][C:14]2[C:19]([N:20]=1)=[CH:18][CH:17]=[CH:16][CH:15]=2. The yield is 0.800. (2) The reactants are [F:1][C:2]1[CH:32]=[C:31]([N+:33]([O-])=O)[CH:30]=[CH:29][C:3]=1[O:4][C:5]1[CH:6]=[C:7]2[C:11](=[CH:12][C:13]=1[C:14]([NH:16][CH:17]1[CH2:22][CH2:21][O:20][CH2:19][CH2:18]1)=[O:15])[N:10]([CH:23]1[CH2:28][CH2:27][CH2:26][CH2:25][O:24]1)[N:9]=[CH:8]2. The catalyst is CO.[Pd]. The product is [NH2:33][C:31]1[CH:30]=[CH:29][C:3]([O:4][C:5]2[CH:6]=[C:7]3[C:11](=[CH:12][C:13]=2[C:14]([NH:16][CH:17]2[CH2:22][CH2:21][O:20][CH2:19][CH2:18]2)=[O:15])[N:10]([CH:23]2[CH2:28][CH2:27][CH2:26][CH2:25][O:24]2)[N:9]=[CH:8]3)=[C:2]([F:1])[CH:32]=1. The yield is 0.914. (3) The reactants are C(N1C(C2SC3CCOC4C=C(C5CN([CH2:27][CH2:28][O:29][CH:30]6[CH2:35][CH2:34][CH2:33][CH2:32][O:31]6)C5)C=CC=4C=3N=2)=NC=N1)(C)C.[NH:36]1[CH2:39][CH:38]([C:40]2[CH:41]=[CH:42][C:43]3[O:52][CH2:51][CH2:50][C:49]4[S:48][C:47]([C:53]5[N:54]([CH:58]([CH3:60])[CH3:59])[N:55]=[CH:56][N:57]=5)=[N:46][C:45]=4[C:44]=3[CH:61]=2)[CH2:37]1.[I-].[K+]. No catalyst specified. The product is [CH:58]([N:54]1[C:53]([C:47]2[S:48][C:49]3[CH2:50][CH2:51][O:52][C:43]4[CH:42]=[CH:41][C:40]([CH:38]5[CH2:39][N:36]([CH2:27][CH2:28][O:29][CH:30]6[CH2:35][CH2:34][CH2:33][CH2:32][O:31]6)[CH2:37]5)=[CH:61][C:44]=4[C:45]=3[N:46]=2)=[N:57][CH:56]=[N:55]1)([CH3:59])[CH3:60]. The yield is 0.450. (4) The reactants are [F:1][C:2]([F:18])([F:17])[C:3]1[CH:8]=[CH:7][C:6]([C:9]2[CH:16]=[CH:15][CH:14]=[CH:13][C:10]=2[CH:11]=[O:12])=[CH:5][CH:4]=1.Cl[O-].[Na+].S(=O)(=O)(O)[OH:23]. The catalyst is ClC1C=CC=CC=1.[Br-].C([N+](CCCC)(CCCC)CCCC)CCC.O.O.O.[Ru](Cl)(Cl)Cl. The product is [F:1][C:2]([F:17])([F:18])[C:3]1[CH:4]=[CH:5][C:6]([C:9]2[CH:16]=[CH:15][CH:14]=[CH:13][C:10]=2[C:11]([OH:23])=[O:12])=[CH:7][CH:8]=1. The yield is 0.708. (5) The reactants are [Cl:1][C:2]1[CH:10]=[CH:9][CH:8]=[C:7]([CH3:11])[C:3]=1[C:4]([OH:6])=O.O=S(Cl)Cl.C(N(CC)CC)C.[F:23][C:24]1[CH:25]=[C:26]([CH:28]=[CH:29][CH:30]=1)[NH2:27]. The catalyst is C1(C)C=CC=CC=1. The product is [Cl:1][C:2]1[CH:10]=[CH:9][CH:8]=[C:7]([CH3:11])[C:3]=1[C:4]([NH:27][C:26]1[CH:28]=[CH:29][CH:30]=[C:24]([F:23])[CH:25]=1)=[O:6]. The yield is 0.823.